From a dataset of Peptide-MHC class I binding affinity with 185,985 pairs from IEDB/IMGT. Regression. Given a peptide amino acid sequence and an MHC pseudo amino acid sequence, predict their binding affinity value. This is MHC class I binding data. The peptide sequence is NELTLIDFYL. The MHC is HLA-B45:01 with pseudo-sequence HLA-B45:01. The binding affinity (normalized) is 0.355.